Dataset: Full USPTO retrosynthesis dataset with 1.9M reactions from patents (1976-2016). Task: Predict the reactants needed to synthesize the given product. (1) Given the product [F:27][C@H:28]1[C@@H:33]([O:34][C:35]2[CH:42]=[CH:41][C:40]([C:2]3[N:3]=[C:4]([NH:8][C:9]4[CH:14]=[CH:13][C:12]([N:15]5[CH2:20][CH2:19][N:18]([CH:21]6[CH2:24][O:23][CH2:22]6)[CH2:17][CH2:16]5)=[C:11]([O:25][CH3:26])[CH:10]=4)[N:5]=[CH:6][N:7]=3)=[CH:39][C:36]=2[C:37]#[N:38])[CH2:32][CH2:31][N:30]([C:52](=[O:55])[CH2:53][OH:54])[CH2:29]1, predict the reactants needed to synthesize it. The reactants are: Cl[C:2]1[N:7]=[CH:6][N:5]=[C:4]([NH:8][C:9]2[CH:14]=[CH:13][C:12]([N:15]3[CH2:20][CH2:19][N:18]([CH:21]4[CH2:24][O:23][CH2:22]4)[CH2:17][CH2:16]3)=[C:11]([O:25][CH3:26])[CH:10]=2)[N:3]=1.[F:27][C@H:28]1[C@@H:33]([O:34][C:35]2[CH:42]=[CH:41][C:40](B3OC(C)(C)C(C)(C)O3)=[CH:39][C:36]=2[C:37]#[N:38])[CH2:32][CH2:31][N:30]([C:52](=[O:55])[CH2:53][OH:54])[CH2:29]1.C(=O)([O-])[O-].[Na+].[Na+]. (2) Given the product [CH3:1][CH2:2][CH2:3][CH2:4][NH:5][C:6]1[CH:11]=[CH:10][C:9]([C:12]([O:14][CH2:15][CH2:16][N:17]([CH3:19])[CH3:18])=[O:13])=[CH:8][CH:7]=1.[CH:23]1([O:42][P:43]([OH:46])([OH:45])=[O:44])[CH:24]([O:37][P:38]([OH:40])([OH:41])=[O:39])[CH:25]([O:32][P:33]([OH:35])([OH:36])=[O:34])[CH:26]([O:27][P:28]([OH:31])([OH:30])=[O:29])[CH:21]([O:52][P:53]([OH:56])([OH:55])=[O:54])[CH:22]1[O:47][P:48]([OH:50])([OH:51])=[O:49], predict the reactants needed to synthesize it. The reactants are: [CH3:1][CH2:2][CH2:3][CH2:4][NH:5][C:6]1[CH:7]=[CH:8][C:9]([C:12]([O:14][CH2:15][CH2:16][N:17]([CH3:19])[CH3:18])=[O:13])=[CH:10][CH:11]=1.Cl.[C@@H:21]1([O:52][P:53]([OH:56])([OH:55])=[O:54])[C@@H:26]([O:27][P:28]([OH:31])([OH:30])=[O:29])[C@H:25]([O:32][P:33]([OH:36])([OH:35])=[O:34])[C@@H:24]([O:37][P:38]([OH:41])([OH:40])=[O:39])[C@@H:23]([O:42][P:43]([OH:46])([OH:45])=[O:44])[C@H:22]1[O:47][P:48]([OH:51])([OH:50])=[O:49]. (3) Given the product [Br:1][C:2]1[CH:9]=[C:6]2[C:5](=[CH:4][CH:3]=1)[NH:12][N:11]=[CH:7]2, predict the reactants needed to synthesize it. The reactants are: [Br:1][C:2]1[CH:3]=[CH:4][C:5](F)=[C:6]([CH:9]=1)[CH:7]=O.[NH2:11][NH2:12]. (4) Given the product [CH3:19][C:20]1[O:24][N:23]=[C:22]([C:25]2([NH:29][C:15]([C:7]3[CH:6]=[N:5][C:4]([CH:1]4[CH2:2][CH2:3]4)=[C:9]([O:10][CH2:11][CH:12]4[CH2:13][CH2:14]4)[N:8]=3)=[O:17])[CH2:28][CH2:27][CH2:26]2)[N:21]=1, predict the reactants needed to synthesize it. The reactants are: [CH:1]1([C:4]2[N:5]=[CH:6][C:7]([C:15]([OH:17])=O)=[N:8][C:9]=2[O:10][CH2:11][CH:12]2[CH2:14][CH2:13]2)[CH2:3][CH2:2]1.Cl.[CH3:19][C:20]1[O:24][N:23]=[C:22]([C:25]2([NH2:29])[CH2:28][CH2:27][CH2:26]2)[N:21]=1. (5) Given the product [CH:1]1([C:7]2[CH:8]=[CH:9][C:10]([N:13]([C:43]3[N:51]([CH3:30])[C:46]4[CH:47]=[CH:48][CH:49]=[CH:50][C:45]=4[N:44]=3)[CH:14]3[C:22]4[C:17](=[CH:18][C:19]([C:23]([O:25][CH2:26][CH2:27][CH2:28][CH3:29])=[O:24])=[CH:20][CH:21]=4)[CH2:16][CH2:15]3)=[CH:11][CH:12]=2)[CH2:2][CH2:3][CH2:4][CH2:5][CH2:6]1, predict the reactants needed to synthesize it. The reactants are: [CH:1]1([C:7]2[CH:12]=[CH:11][C:10]([NH:13][CH:14]3[C:22]4[C:17](=[CH:18][C:19]([C:23]([O:25][CH2:26][CH2:27][CH2:28][CH3:29])=[O:24])=[CH:20][CH:21]=4)[CH2:16][CH2:15]3)=[CH:9][CH:8]=2)[CH2:6][CH2:5][CH2:4][CH2:3][CH2:2]1.[CH3:30]CN(C(C)C)C(C)C.C(Cl)(Cl)=S.[CH3:43][NH:44][C:45]1[C:46]([NH2:51])=[CH:47][CH:48]=[CH:49][CH:50]=1.Cl. (6) Given the product [F:26][C:25]([F:27])([F:28])[C:23]1[CH:22]=[C:5]([CH:4]=[C:3]([C:2]([F:30])([F:1])[F:29])[CH:24]=1)[CH2:6][O:7][CH2:8][C:9]1([CH2:19][CH2:20][N:35]2[C:31](=[O:41])[C:32]3[C:33](=[CH:37][CH:38]=[CH:39][CH:40]=3)[C:34]2=[O:36])[C:18]2[C:13](=[CH:14][CH:15]=[CH:16][CH:17]=2)[CH2:12][CH2:11][O:10]1, predict the reactants needed to synthesize it. The reactants are: [F:1][C:2]([F:30])([F:29])[C:3]1[CH:4]=[C:5]([CH:22]=[C:23]([C:25]([F:28])([F:27])[F:26])[CH:24]=1)[CH2:6][O:7][CH2:8][C:9]1([CH2:19][CH2:20]O)[C:18]2[C:13](=[CH:14][CH:15]=[CH:16][CH:17]=2)[CH2:12][CH2:11][O:10]1.[C:31]1(=[O:41])[NH:35][C:34](=[O:36])[C:33]2=[CH:37][CH:38]=[CH:39][CH:40]=[C:32]12.CCOC(/N=N/C(OCC)=O)=O. (7) Given the product [NH2:16][C:13]1[CH:14]=[N:15][C:10]2[N:11]([CH:27]=[C:8]([C:5]3[CH:6]=[CH:7][C:2]([F:1])=[C:3]([NH:28][C:29]([N:31]4[CH2:35][CH2:34][CH2:33][CH2:32]4)=[O:30])[CH:4]=3)[N:9]=2)[CH:12]=1, predict the reactants needed to synthesize it. The reactants are: [F:1][C:2]1[CH:7]=[CH:6][C:5]([C:8]2[N:9]=[C:10]3[N:15]=[CH:14][C:13]([NH:16]C(=O)OCC4C=CC=CC=4)=[CH:12][N:11]3[CH:27]=2)=[CH:4][C:3]=1[NH:28][C:29]([N:31]1[CH2:35][CH2:34][CH2:33][CH2:32]1)=[O:30].C([SiH](CC)CC)C. (8) Given the product [CH:21]1(/[CH:20]=[C:19](/[C:26]2[N:31]=[C:30]([O:32][CH3:33])[C:29]([CH3:34])=[CH:28][CH:27]=2)\[C:16]2[CH:15]=[CH:14][C:13]([S:12][CH:10]3[CH2:11][N:8]([CH2:1][CH3:2])[CH2:9]3)=[CH:18][CH:17]=2)[CH2:22][CH2:23][CH2:24][CH2:25]1, predict the reactants needed to synthesize it. The reactants are: [CH:1](=O)[CH3:2].C(O)(=O)C.[NH:8]1[CH2:11][CH:10]([S:12][C:13]2[CH:18]=[CH:17][C:16](/[C:19](/[C:26]3[N:31]=[C:30]([O:32][CH3:33])[C:29]([CH3:34])=[CH:28][CH:27]=3)=[CH:20]\[CH:21]3[CH2:25][CH2:24][CH2:23][CH2:22]3)=[CH:15][CH:14]=2)[CH2:9]1.C(O[BH-](OC(=O)C)OC(=O)C)(=O)C.[Na+].